Dataset: Full USPTO retrosynthesis dataset with 1.9M reactions from patents (1976-2016). Task: Predict the reactants needed to synthesize the given product. (1) The reactants are: [CH3:1][O:2][C:3]1[CH:8]=[CH:7][CH:6]=[C:5]([O:9][CH3:10])[CH:4]=1.[CH3:11][O:12][C:13]1[CH:18]=[CH:17][C:16]([CH2:19][C:20](Cl)=[O:21])=[CH:15][CH:14]=1. Given the product [CH3:1][O:2][C:3]1[CH:4]=[C:5]([O:9][CH3:10])[CH:6]=[CH:7][C:8]=1[C:20](=[O:21])[CH2:19][C:16]1[CH:17]=[CH:18][C:13]([O:12][CH3:11])=[CH:14][CH:15]=1, predict the reactants needed to synthesize it. (2) The reactants are: [F:1][C:2]1[CH:10]=[C:9]([N:11]2[C:19]3[CH2:18][C:17]([CH3:21])([CH3:20])[CH2:16][C:15](=[O:22])[C:14]=3[C:13]([CH3:23])=[N:12]2)[CH:8]=[C:7]([NH:24][C@H:25]2[CH2:30][CH2:29][C@H:28]([OH:31])[CH2:27][CH2:26]2)[C:3]=1[C:4]([NH2:6])=[O:5].[C:32]([NH:39][CH2:40][C:41](O)=[O:42])([O:34][C:35]([CH3:38])([CH3:37])[CH3:36])=[O:33].C(Cl)CCl. Given the product [C:35]([O:34][C:32]([NH:39][CH2:40][C:41]([O:31][C@H:28]1[CH2:27][CH2:26][C@H:25]([NH:24][C:7]2[CH:8]=[C:9]([N:11]3[C:19]4[CH2:18][C:17]([CH3:21])([CH3:20])[CH2:16][C:15](=[O:22])[C:14]=4[C:13]([CH3:23])=[N:12]3)[CH:10]=[C:2]([F:1])[C:3]=2[C:4](=[O:5])[NH2:6])[CH2:30][CH2:29]1)=[O:42])=[O:33])([CH3:38])([CH3:37])[CH3:36], predict the reactants needed to synthesize it. (3) Given the product [C:12]([O:11][C:9](=[O:10])[NH:19][CH:16]1[CH2:18][CH2:17]1)([CH3:13])([CH3:14])[CH3:15], predict the reactants needed to synthesize it. The reactants are: [C:9](O[C:9]([O:11][C:12]([CH3:15])([CH3:14])[CH3:13])=[O:10])([O:11][C:12]([CH3:15])([CH3:14])[CH3:13])=[O:10].[CH:16]1([NH2:19])[CH2:18][CH2:17]1. (4) Given the product [Cl:61][C:6]1[CH:5]=[CH:4][C:3]([NH:8][C:9](=[S:35])[NH:10][C:11]2[CH:16]=[CH:15][C:14]([C:17]3[CH:25]=[C:24]4[C:20]([CH2:21][N:22]([C@@H:27]([CH:32]([CH3:34])[CH3:33])[C:28]([O:30][CH3:31])=[O:29])[C:23]4=[O:26])=[CH:19][CH:18]=3)=[CH:13][CH:12]=2)=[CH:2][CH:7]=1, predict the reactants needed to synthesize it. The reactants are: F[C:2]1[CH:7]=[CH:6][CH:5]=[CH:4][C:3]=1[NH:8][C:9](=[S:35])[NH:10][C:11]1[CH:16]=[CH:15][C:14]([C:17]2[CH:25]=[C:24]3[C:20]([CH2:21][N:22]([C@@H:27]([CH:32]([CH3:34])[CH3:33])[C:28]([O:30][CH3:31])=[O:29])[C:23]3=[O:26])=[CH:19][CH:18]=2)=[CH:13][CH:12]=1.NC1C=CC(C2C=C3C(CN([C@@H](C(C)C)C(OC)=O)C3=O)=CC=2)=CC=1.[Cl:61]C1C=C(N=C=S)C=CC=1. (5) Given the product [CH:2]1[CH:1]=[CH:6][C:5]2[C:4](=[C:9]3[N:10]=[C:11]4[N:19]=[C:18]([C:17]5[CH:16]=[CH:15][CH:14]=[CH:13][C:12]=54)[N:20]=[C:21]4[NH:29][C:28]([C:27]5[CH:26]=[CH:25][CH:24]=[CH:23][C:22]=54)=[N:30][C:31]4=[N:40][C:38]([C:37]5[CH:36]=[CH:35][CH:34]=[CH:33][C:32]=54)=[N:39][C:7]=2[NH:8]3)[CH:3]=1.[S:42]([Cl:41])([Cl:48])(=[O:45])=[O:43], predict the reactants needed to synthesize it. The reactants are: [CH:1]1[CH:2]=[CH:3][C:4]2[C:5](=[C:7]3[N:39]=[C:38]4[N:40]=[C:31]([C:32]5[CH:33]=[CH:34][CH:35]=[CH:36][C:37]=54)[N:30]=[C:28]4[NH:29][C:21]([C:22]5[CH:23]=[CH:24][CH:25]=[CH:26][C:27]=54)=[N:20][C:18]4=[N:19][C:11]([C:12]5[CH:13]=[CH:14][CH:15]=[CH:16][C:17]=54)=[N:10][C:9]=2[NH:8]3)[CH:6]=1.[Cl:41][S:42]([OH:45])(=O)=[O:43].S(Cl)([Cl:48])=O. (6) Given the product [F:33][C:29]1[CH:28]=[C:27]([CH:32]=[CH:31][CH:30]=1)[CH2:26][O:25][C:22]1[CH:23]=[CH:24][C:19]([NH:18][C:16]2[N:15]=[CH:14][N:13]=[C:12]3[NH:11][N:10]=[C:9]([O:8][CH2:7][CH2:6][N:40]4[CH2:41][CH2:42][N:37]([CH2:35][CH3:36])[CH2:38][CH2:39]4)[C:17]=23)=[CH:20][C:21]=1[CH3:34], predict the reactants needed to synthesize it. The reactants are: CS(O[CH2:6][CH2:7][O:8][C:9]1[C:17]2[C:12](=[N:13][CH:14]=[N:15][C:16]=2[NH:18][C:19]2[CH:24]=[CH:23][C:22]([O:25][CH2:26][C:27]3[CH:32]=[CH:31][CH:30]=[C:29]([F:33])[CH:28]=3)=[C:21]([CH3:34])[CH:20]=2)[NH:11][N:10]=1)(=O)=O.[CH2:35]([N:37]1[CH2:42][CH2:41][NH:40][CH2:39][CH2:38]1)[CH3:36]. (7) Given the product [C:2]1([C:1]2[C:9]3[CH:13]=[CH:12][S:11][C:10]=3[C:14](=[O:16])[NH:17][N:18]=2)[CH:7]=[CH:6][CH:5]=[CH:4][CH:3]=1, predict the reactants needed to synthesize it. The reactants are: [C:1]([C:9]1[CH:13]=[CH:12][S:11][C:10]=1[C:14]([OH:16])=O)(=O)[C:2]1[CH:7]=[CH:6][CH:5]=[CH:4][CH:3]=1.[NH2:17][NH2:18]. (8) Given the product [C:15]([O:19][C:20]([NH:22][NH:23][C:4](=[NH:14])[C:5]1[CH:6]=[CH:7][C:8]([N+:11]([O-:13])=[O:12])=[CH:9][CH:10]=1)=[O:21])([CH3:18])([CH3:17])[CH3:16], predict the reactants needed to synthesize it. The reactants are: Cl.CO[C:4](=[NH:14])[C:5]1[CH:10]=[CH:9][C:8]([N+:11]([O-:13])=[O:12])=[CH:7][CH:6]=1.[C:15]([O:19][C:20]([NH:22][NH2:23])=[O:21])([CH3:18])([CH3:17])[CH3:16].C(N(CC)CC)C. (9) Given the product [CH3:13][C:12]([NH:3][C:1](=[O:19])[CH3:2])([C:9]1[CH:10]=[N:11][C:6]([C:5]([F:17])([F:16])[F:4])=[CH:7][CH:8]=1)[CH3:14], predict the reactants needed to synthesize it. The reactants are: [C:1](#[N:3])[CH3:2].[F:4][C:5]([F:17])([F:16])[C:6]1[N:11]=[CH:10][C:9]([C:12](O)([CH3:14])[CH3:13])=[CH:8][CH:7]=1.S(=O)(=O)(O)[OH:19].N.